Dataset: Forward reaction prediction with 1.9M reactions from USPTO patents (1976-2016). Task: Predict the product of the given reaction. Given the reactants [Li+].CC([N-]C(C)C)C.[CH:9]([C:11]1[CH:12]=[C:13]2[C:18](=[CH:19][CH:20]=1)/[C:17](=[N:21]/[OH:22])/[CH2:16][CH2:15][CH2:14]2)=[CH2:10].[CH:23]([O:26][C:27]1[CH:38]=[CH:37][C:30]([C:31](OC(C)C)=O)=[CH:29][C:28]=1[C:39]([F:42])([F:41])[F:40])([CH3:25])[CH3:24].O.C1(C)C=CC(S(O)(=O)=O)=CC=1, predict the reaction product. The product is: [CH:23]([O:26][C:27]1[CH:38]=[CH:37][C:30]([C:31]2[O:22][N:21]=[C:17]3[C:18]4[C:13]([CH2:14][CH2:15][C:16]=23)=[CH:12][C:11]([CH:9]=[CH2:10])=[CH:20][CH:19]=4)=[CH:29][C:28]=1[C:39]([F:40])([F:41])[F:42])([CH3:25])[CH3:24].